From a dataset of Forward reaction prediction with 1.9M reactions from USPTO patents (1976-2016). Predict the product of the given reaction. (1) Given the reactants [Br:1][CH2:2][C:3]([C:5]1[CH:6]=[CH:7][C:8]2[O:13][C:12]([CH3:15])([CH3:14])[O:11][CH2:10][C:9]=2[CH:16]=1)=[O:4].B.C1COCC1, predict the reaction product. The product is: [Br:1][CH2:2][C@@H:3]([C:5]1[CH:6]=[CH:7][C:8]2[O:13][C:12]([CH3:14])([CH3:15])[O:11][CH2:10][C:9]=2[CH:16]=1)[OH:4]. (2) Given the reactants [F:1][C:2]1[CH:7]=[CH:6][C:5]([C:8]2[CH2:9][CH2:10][CH2:11][C:12]3[CH:24]=[C:23]([O:25]C)[CH:22]=[CH:21][C:13]=3[C:14]=2[CH2:15][CH2:16][CH2:17][CH2:18][CH2:19][OH:20])=[CH:4][C:3]=1[O:27]C.B(Br)(Br)Br.N1C(C)=CC=CC=1C, predict the reaction product. The product is: [F:1][C:2]1[CH:7]=[CH:6][C:5]([C:8]2[CH2:9][CH2:10][CH2:11][C:12]3[CH:24]=[C:23]([OH:25])[CH:22]=[CH:21][C:13]=3[C:14]=2[CH2:15][CH2:16][CH2:17][CH2:18][CH2:19][OH:20])=[CH:4][C:3]=1[OH:27]. (3) Given the reactants [CH3:1][C:2]1([CH3:20])[C:15]2[CH:14]=C[CH:12]=[CH:11][C:10]=2[N:9]([CH2:16][CH2:17][C:18]#[N:19])[C:8]2[C:3]1=[CH:4][CH:5]=[CH:6][CH:7]=2.S(Cl)([Cl:24])(=O)=O.[CH2:26]([Cl:28])Cl, predict the reaction product. The product is: [Cl:24][C:5]1[CH:6]=[CH:7][C:8]2[N:9]([CH2:16][CH2:17][C:18]#[N:19])[C:10]3[C:15](=[CH:14][C:26]([Cl:28])=[CH:12][CH:11]=3)[C:2]([CH3:20])([CH3:1])[C:3]=2[CH:4]=1. (4) Given the reactants [H-].[Na+].[F:3][C:4]1[CH:9]=[CH:8][C:7]([C:10]([OH:13])([CH3:12])[CH3:11])=[CH:6][CH:5]=1.[CH2:14](Br)[CH:15]=[CH2:16], predict the reaction product. The product is: [CH2:16]([O:13][C:10]([C:7]1[CH:6]=[CH:5][C:4]([F:3])=[CH:9][CH:8]=1)([CH3:11])[CH3:12])[CH:15]=[CH2:14]. (5) Given the reactants [CH2:1]([O:8][CH2:9][CH2:10][CH2:11][OH:12])[C:2]1[CH:7]=[CH:6][CH:5]=[CH:4][CH:3]=1.[Br:13][CH2:14][CH2:15][CH2:16][CH2:17][CH2:18][CH2:19]Br.[OH-].[Na+], predict the reaction product. The product is: [Br:13][CH2:14][CH2:15][CH2:16][CH2:17][CH2:18][CH2:19][O:12][CH2:11][CH2:10][CH2:9][O:8][CH2:1][C:2]1[CH:7]=[CH:6][CH:5]=[CH:4][CH:3]=1. (6) Given the reactants Br[C:2]1[C:7]([Cl:8])=[CH:6][C:5]([NH:9][C:10]2[N:14]=[C:13]([NH2:15])[NH:12][N:11]=2)=[CH:4][C:3]=1[Cl:16].CC1(C)C(C)(C)OB([C:25]2[CH:26]=[CH:27][C:28]([NH:31][S:32]([CH3:35])(=[O:34])=[O:33])=[N:29][CH:30]=2)O1.C(=O)([O-])[O-].[Na+].[Na+], predict the reaction product. The product is: [NH2:15][C:13]1[NH:12][N:11]=[C:10]([NH:9][C:5]2[CH:6]=[C:7]([Cl:8])[C:2]([C:25]3[CH:26]=[CH:27][C:28]([NH:31][S:32]([CH3:35])(=[O:33])=[O:34])=[N:29][CH:30]=3)=[C:3]([Cl:16])[CH:4]=2)[N:14]=1. (7) Given the reactants [C:1]([B-:3]([C:8]#[N:9])([C:6]#[N:7])[C:4]#[N:5])#[N:2].[K+].[Br-].[CH3:12][N+:13]1([CH2:19][CH2:20][CH2:21][CH2:22][CH2:23][CH2:24][CH2:25][CH3:26])[CH2:18][CH2:17][CH2:16][CH2:15][CH2:14]1, predict the reaction product. The product is: [C:1]([B-:3]([C:8]#[N:9])([C:6]#[N:7])[C:4]#[N:5])#[N:2].[CH3:12][N+:13]1([CH2:19][CH2:20][CH2:21][CH2:22][CH2:23][CH2:24][CH2:25][CH3:26])[CH2:14][CH2:15][CH2:16][CH2:17][CH2:18]1. (8) Given the reactants [Br:1][C:2]1[CH:9]=[CH:8][C:5]([CH2:6]Br)=[CH:4][CH:3]=1.C(N(CC)CC)C.[CH3:17][C:18]1([OH:24])[CH2:23][CH2:22][CH2:21][NH:20][CH2:19]1, predict the reaction product. The product is: [Br:1][C:2]1[CH:9]=[CH:8][C:5]([CH2:6][N:20]2[CH2:21][CH2:22][CH2:23][C:18]([CH3:17])([OH:24])[CH2:19]2)=[CH:4][CH:3]=1.